Dataset: Full USPTO retrosynthesis dataset with 1.9M reactions from patents (1976-2016). Task: Predict the reactants needed to synthesize the given product. (1) Given the product [CH3:12][O:13][C:14]([C:16]1[CH:17]=[CH:18][C:19]([C:2]2[CH:7]=[CH:6][C:5]([C:8]([CH:9]3[CH2:11][CH2:10]3)=[O:26])=[CH:4][CH:3]=2)=[CH:20][CH:21]=1)=[O:15], predict the reactants needed to synthesize it. The reactants are: Br[C:2]1[CH:7]=[CH:6][C:5]([CH2:8][CH:9]2[CH2:11][CH2:10]2)=[CH:4][CH:3]=1.[CH3:12][O:13][C:14]([C:16]1[CH:21]=[CH:20][C:19](B(O)O)=[CH:18][CH:17]=1)=[O:15].C([O-])([O-])=[O:26].[K+].[K+].C1(C)C=CC=CC=1. (2) Given the product [O:1]=[C:2]([NH:11][CH2:12][C@@H:13]([C:15]1[CH:16]=[CH:17][CH:18]=[CH:19][CH:20]=1)[CH3:14])[CH2:3][S:4][CH2:5][CH2:6][C:7]([OH:9])=[O:8], predict the reactants needed to synthesize it. The reactants are: [O:1]=[C:2]([NH:11][CH2:12][C@@H:13]([C:15]1[CH:20]=[CH:19][CH:18]=[CH:17][CH:16]=1)[CH3:14])[CH2:3][S:4][CH2:5][CH2:6][C:7]([O:9]C)=[O:8].[OH-].[Li+]. (3) Given the product [CH2:31]([NH:38][C:39]([C:24]1[S:23][C:19]2[N:18]([C:17](=[O:26])[N:16]([CH2:15][C:14]3[CH:27]=[CH:28][C:29]([Cl:30])=[CH:12][CH:13]=3)[C:21](=[O:22])[CH:20]=2)[CH:25]=1)=[O:40])[C:32]1[CH:37]=[CH:36][CH:35]=[CH:34][CH:33]=1, predict the reactants needed to synthesize it. The reactants are: C[Si](C)(C)N[Si](C)(C)C.[Li].Cl[C:12]1[CH:13]=[C:14]([CH:27]=[CH:28][C:29]=1[Cl:30])[CH2:15][N:16]1[C:21](=[O:22])[CH:20]=[C:19]2[S:23][CH:24]=[CH:25][N:18]2[C:17]1=[O:26].[CH2:31]([N:38]=[C:39]=[O:40])[C:32]1[CH:37]=[CH:36][CH:35]=[CH:34][CH:33]=1.[Cl-].[NH4+]. (4) Given the product [F:25][C:26]([F:34])([F:35])[C:27]1[CH:28]=[C:29]([NH:30][C:7]([C:6]2[CH:5]=[C:4]([C:10]3[CH:15]=[CH:14][CH:13]=[CH:12][CH:11]=3)[N:3]([CH2:16][CH2:17][CH2:18][N:19]3[CH2:24][CH2:23][O:22][CH2:21][CH2:20]3)[C:2]=2[CH3:1])=[O:9])[CH:31]=[CH:32][CH:33]=1, predict the reactants needed to synthesize it. The reactants are: [CH3:1][C:2]1[N:3]([CH2:16][CH2:17][CH2:18][N:19]2[CH2:24][CH2:23][O:22][CH2:21][CH2:20]2)[C:4]([C:10]2[CH:15]=[CH:14][CH:13]=[CH:12][CH:11]=2)=[CH:5][C:6]=1[C:7]([OH:9])=O.[F:25][C:26]([F:35])([F:34])[C:27]1[CH:28]=[C:29]([CH:31]=[CH:32][CH:33]=1)[NH2:30].CCN=C=NCCCN(C)C.Cl.C1C=NC2N(O)N=NC=2C=1.CN1CCOCC1. (5) The reactants are: [OH:1][CH:2]1[CH2:7][CH2:6][NH:5][CH2:4][CH2:3]1.C(=O)([O-])[O-].[K+].[K+].CS([C:18]1[N:23]=[CH:22][C:21]([C:24]([F:27])([F:26])[F:25])=[CH:20][N:19]=1)(=O)=O.O. Given the product [F:25][C:24]([F:27])([F:26])[C:21]1[CH:20]=[N:19][C:18]([N:5]2[CH2:6][CH2:7][CH:2]([OH:1])[CH2:3][CH2:4]2)=[N:23][CH:22]=1, predict the reactants needed to synthesize it. (6) Given the product [F:28][C:29]([F:42])([F:43])[C:30]1[CH:31]=[C:32]([CH:35]=[C:36]([C:38]([F:41])([F:39])[F:40])[CH:37]=1)[CH2:33][NH:34][C:13]([C:10]1[S:11][CH:12]=[C:8]([C:5]2[CH:4]=[CH:3][C:2]([Cl:1])=[CH:7][CH:6]=2)[N:9]=1)=[O:15], predict the reactants needed to synthesize it. The reactants are: [Cl:1][C:2]1[CH:7]=[CH:6][C:5]([C:8]2[N:9]=[C:10]([C:13]([OH:15])=O)[S:11][CH:12]=2)=[CH:4][CH:3]=1.C1N=CN(C(N2C=NC=C2)=O)C=1.[F:28][C:29]([F:43])([F:42])[C:30]1[CH:31]=[C:32]([CH:35]=[C:36]([C:38]([F:41])([F:40])[F:39])[CH:37]=1)[CH2:33][NH2:34].C(Cl)(Cl)Cl. (7) Given the product [I:1][C:2]1[CH:3]=[C:4]([N:8]2[C:13](=[O:15])[CH2:12][NH:11][C:9]2=[O:10])[CH:5]=[CH:6][CH:7]=1, predict the reactants needed to synthesize it. The reactants are: [I:1][C:2]1[CH:3]=[C:4]([NH:8][C:9]([NH:11][CH2:12][C:13]([O:15]CC)=O)=[O:10])[CH:5]=[CH:6][CH:7]=1.[H-].[Na+].Cl.